This data is from Catalyst prediction with 721,799 reactions and 888 catalyst types from USPTO. The task is: Predict which catalyst facilitates the given reaction. (1) Reactant: [CH3:1][NH2:2].[C:3]1(=[O:14])[C:12]2[C:7](=[CH:8][CH:9]=[CH:10][CH:11]=2)[CH2:6][C:5](=[O:13])[O:4]1. Product: [CH3:1][NH:2][C:5](=[O:13])[CH2:6][C:7]1[CH:8]=[CH:9][CH:10]=[CH:11][C:12]=1[C:3]([OH:4])=[O:14]. The catalyst class is: 1. (2) Reactant: [CH2:1]([C:7]1[CH:15]=[CH:14][C:10]([C:11](Cl)=[O:12])=[CH:9][CH:8]=1)[CH2:2][CH2:3][CH2:4][CH2:5][CH3:6].[NH2:16][C:17]([CH3:31])([CH2:20][N:21]1[CH:30]=[C:24]2[N:25]=[CH:26][C:27]([Br:29])=[CH:28][C:23]2=[N:22]1)[C:18]#[N:19]. The catalyst class is: 1. Product: [Br:29][C:27]1[CH:26]=[N:25][C:24]2=[CH:30][N:21]([CH2:20][C:17]([NH:16][C:11](=[O:12])[C:10]3[CH:14]=[CH:15][C:7]([CH2:1][CH2:2][CH2:3][CH2:4][CH2:5][CH3:6])=[CH:8][CH:9]=3)([C:18]#[N:19])[CH3:31])[N:22]=[C:23]2[CH:28]=1. (3) Reactant: Cl[C:2]1[CH:7]=[C:6]([C:8]2[CH:13]=[CH:12][CH:11]=[C:10]([Cl:14])[CH:9]=2)[N:5]2[N:15]=[C:16]([CH3:19])[C:17]([I:18])=[C:4]2[N:3]=1.CCN(C(C)C)C(C)C.[NH:29]1[CH2:33][CH2:32][CH2:31][C@H:30]1[CH2:34][OH:35]. Product: [Cl:14][C:10]1[CH:9]=[C:8]([C:6]2[N:5]3[N:15]=[C:16]([CH3:19])[C:17]([I:18])=[C:4]3[N:3]=[C:2]([N:29]3[CH2:33][CH2:32][CH2:31][C@H:30]3[CH2:34][OH:35])[CH:7]=2)[CH:13]=[CH:12][CH:11]=1. The catalyst class is: 10.